Dataset: Forward reaction prediction with 1.9M reactions from USPTO patents (1976-2016). Task: Predict the product of the given reaction. (1) Given the reactants C(O[C:4](=[N:6][C:7](=O)[C:8]1[CH:13]=[CH:12][CH:11]=[C:10]([F:14])[CH:9]=1)[CH3:5])C.[NH:16]([C:18]1[N:23]=[CH:22][C:21]([S:24]([NH2:27])(=[O:26])=[O:25])=[CH:20][CH:19]=1)[NH2:17].O, predict the reaction product. The product is: [F:14][C:10]1[CH:9]=[C:8]([C:7]2[N:16]([C:18]3[N:23]=[CH:22][C:21]([S:24]([NH2:27])(=[O:26])=[O:25])=[CH:20][CH:19]=3)[N:17]=[C:4]([CH3:5])[N:6]=2)[CH:13]=[CH:12][CH:11]=1. (2) The product is: [ClH:1].[OH:15][C@H:16]1[C@H:20]([O:21][CH3:22])[CH2:19][NH:18][CH2:17]1. Given the reactants [ClH:1].C(OCC)(=O)C.C([O:15][C@H:16]1[C@H:20]([O:21][CH3:22])[CH2:19][NH:18][CH2:17]1)C1C=CC=CC=1.[H][H], predict the reaction product. (3) Given the reactants [OH:1][CH:2]1[CH2:7][CH:6]([CH3:8])[C:5](=[O:9])[C:4]([CH3:11])([CH3:10])[CH2:3]1.N1C=CN=C1.[C:17]([Si:21](Cl)([CH3:23])[CH3:22])([CH3:20])([CH3:19])[CH3:18].O, predict the reaction product. The product is: [Si:21]([O:1][CH:2]1[CH2:7][CH:6]([CH3:8])[C:5](=[O:9])[C:4]([CH3:10])([CH3:11])[CH2:3]1)([C:17]([CH3:20])([CH3:19])[CH3:18])([CH3:23])[CH3:22]. (4) Given the reactants [C:1]1([CH2:7][CH2:8][CH2:9][CH2:10][CH2:11][CH2:12][C:13]([C:15]2[O:16][CH:17]=[C:18]([C:20]([OH:22])=O)[N:19]=2)=[O:14])[CH:6]=[CH:5][CH:4]=[CH:3][CH:2]=1.Cl.[CH3:24][NH:25][CH3:26], predict the reaction product. The product is: [CH3:24][N:25]([CH3:26])[C:20]([C:18]1[N:19]=[C:15]([C:13](=[O:14])[CH2:12][CH2:11][CH2:10][CH2:9][CH2:8][CH2:7][C:1]2[CH:6]=[CH:5][CH:4]=[CH:3][CH:2]=2)[O:16][CH:17]=1)=[O:22]. (5) Given the reactants S(Cl)([Cl:3])=O.[O:5]1[C:14]2[C:9](=[CH:10][CH:11]=[CH:12][CH:13]=2)[C:8]([C:15]2[CH:23]=[CH:22][C:18]([C:19](O)=[O:20])=[CH:17][CH:16]=2)=[CH:7][CH2:6]1, predict the reaction product. The product is: [O:5]1[C:14]2[C:9](=[CH:10][CH:11]=[CH:12][CH:13]=2)[C:8]([C:15]2[CH:23]=[CH:22][C:18]([C:19]([Cl:3])=[O:20])=[CH:17][CH:16]=2)=[CH:7][CH2:6]1. (6) Given the reactants [CH3:1][O:2][C:3]1[CH:22]=[CH:21][C:6]([CH2:7][C@@H:8]2[C:12]3=[N:13][C:14]4[CH:19]=[CH:18][CH:17]=[CH:16][C:15]=4[N:11]3[C:10](=[O:20])[NH:9]2)=[CH:5][CH:4]=1.[NH2:23][CH2:24][CH2:25][CH2:26][OH:27].C(O)(C(F)(F)F)=O, predict the reaction product. The product is: [NH:13]1[C:14]2[CH:19]=[CH:18][CH:17]=[CH:16][C:15]=2[N:11]=[C:12]1[C@H:8]([NH:9][C:10]([NH:23][CH2:24][CH2:25][CH2:26][OH:27])=[O:20])[CH2:7][C:6]1[CH:21]=[CH:22][C:3]([O:2][CH3:1])=[CH:4][CH:5]=1. (7) Given the reactants [Cl:1][Si](C)(C)C.[CH3:6][N:7]([CH3:38])[C:8]1([C:31]2[CH:36]=[CH:35][C:34]([F:37])=[CH:33][CH:32]=2)[CH2:13][CH2:12][C:11](=[CH:14][C:15]([N:17]2[CH2:21][CH2:20][CH:19]([C:22]3[C:30]4[C:25](=[CH:26][CH:27]=[CH:28][CH:29]=4)[NH:24][CH:23]=3)[CH2:18]2)=[O:16])[CH2:10][CH2:9]1, predict the reaction product. The product is: [ClH:1].[CH3:38][N:7]([CH3:6])[C:8]1([C:31]2[CH:32]=[CH:33][C:34]([F:37])=[CH:35][CH:36]=2)[CH2:13][CH2:12][C:11](=[CH:14][C:15]([N:17]2[CH2:21][CH2:20][CH:19]([C:22]3[C:30]4[C:25](=[CH:26][CH:27]=[CH:28][CH:29]=4)[NH:24][CH:23]=3)[CH2:18]2)=[O:16])[CH2:10][CH2:9]1. (8) The product is: [CH3:13][O:12][C:11]1[CH:10]=[CH:9][C:8]2[NH:7][C:6](=[O:14])[C:5]3[S:15][CH:16]=[CH:17][C:4]=3[C:3]=2[C:2]=1[C:27]1[CH:26]=[C:25]2[C:21](=[CH:20][CH:19]=1)[CH2:22][CH:23]([NH:28][C:29](=[O:35])[O:30][C:31]([CH3:33])([CH3:32])[CH3:34])[CH2:24]2. Given the reactants Br[C:2]1[C:3]2[C:4]3[CH:17]=[CH:16][S:15][C:5]=3[C:6](=[O:14])[NH:7][C:8]=2[CH:9]=[CH:10][C:11]=1[O:12][CH3:13].Br[C:19]1[CH:20]=[C:21]2[C:25](=[CH:26][CH:27]=1)[CH2:24][CH:23]([NH:28][C:29](=[O:35])[O:30][C:31]([CH3:34])([CH3:33])[CH3:32])[CH2:22]2, predict the reaction product. (9) Given the reactants [CH2:1]([O:8][CH2:9][C@H:10]1[CH2:19][C@@:18]23[CH2:20][CH2:21][C@:11]1([O:36][CH3:37])[C@@H:12]1[O:29][C:27]4=[C:28]5[C@@:13]12[CH2:14][CH2:15][N:16]([CH2:32][CH:33]1[CH2:35][CH2:34]1)[C@@H:17]3[CH2:22][C:23]5=[CH:24][CH:25]=[C:26]4[C:30]#[N:31])[C:2]1[CH:7]=[CH:6][CH:5]=[CH:4][CH:3]=1.[N-:38]=[N+:39]=[N-:40].[Na+].[NH4+].[Cl-], predict the reaction product. The product is: [CH2:1]([O:8][CH2:9][C@H:10]1[CH2:19][C@@:18]23[CH2:20][CH2:21][C@:11]1([O:36][CH3:37])[C@@H:12]1[O:29][C:27]4=[C:28]5[C@@:13]12[CH2:14][CH2:15][N:16]([CH2:32][CH:33]1[CH2:34][CH2:35]1)[C@@H:17]3[CH2:22][C:23]5=[CH:24][CH:25]=[C:26]4[C:30]1[N:38]=[N:39][NH:40][N:31]=1)[C:2]1[CH:3]=[CH:4][CH:5]=[CH:6][CH:7]=1.